Task: Predict the product of the given reaction.. Dataset: Forward reaction prediction with 1.9M reactions from USPTO patents (1976-2016) Given the reactants [NH2:1][C:2]1[CH:3]=[C:4]([CH:17]=[CH:18][CH:19]=1)[CH2:5][C:6]1[C:15]2[CH2:14][CH2:13][CH2:12][CH2:11][C:10]=2[C:9](=[O:16])[NH:8][N:7]=1.[N+:20]([CH:22]([CH3:28])[C:23]([O:25][CH2:26][CH3:27])=[O:24])#[C-:21].CCCCCC.C(OCC)(=[O:37])C, predict the reaction product. The product is: [CH2:26]([O:25][C:23](=[O:24])[CH:22]([NH:20][C:21]([NH:1][C:2]1[CH:19]=[CH:18][CH:17]=[C:4]([CH2:5][C:6]2[C:15]3[CH2:14][CH2:13][CH2:12][CH2:11][C:10]=3[C:9](=[O:16])[NH:8][N:7]=2)[CH:3]=1)=[O:37])[CH3:28])[CH3:27].